From a dataset of NCI-60 drug combinations with 297,098 pairs across 59 cell lines. Regression. Given two drug SMILES strings and cell line genomic features, predict the synergy score measuring deviation from expected non-interaction effect. Drug 1: C1=CC(=CC=C1CC(C(=O)O)N)N(CCCl)CCCl.Cl. Drug 2: CC1C(C(CC(O1)OC2CC(CC3=C2C(=C4C(=C3O)C(=O)C5=CC=CC=C5C4=O)O)(C(=O)C)O)N)O. Cell line: OVCAR3. Synergy scores: CSS=32.7, Synergy_ZIP=-4.20, Synergy_Bliss=-4.21, Synergy_Loewe=-34.8, Synergy_HSA=-4.75.